From a dataset of Forward reaction prediction with 1.9M reactions from USPTO patents (1976-2016). Predict the product of the given reaction. (1) Given the reactants [CH2:1]([C:3]1[C:8]([C:9]([OH:11])=O)=[CH:7][N:6]=[C:5]([S:12][CH3:13])[N:4]=1)[CH3:2].CN(C)C=O.C(Cl)(=O)C(Cl)=O.[NH2:25][C:26]1[CH:27]=[C:28]([CH:33]=[CH:34][C:35]=1[Cl:36])[C:29]([O:31][CH3:32])=[O:30], predict the reaction product. The product is: [Cl:36][C:35]1[CH:34]=[CH:33][C:28]([C:29]([O:31][CH3:32])=[O:30])=[CH:27][C:26]=1[NH:25][C:9]([C:8]1[C:3]([CH2:1][CH3:2])=[N:4][C:5]([S:12][CH3:13])=[N:6][CH:7]=1)=[O:11]. (2) Given the reactants [Cl:1][C:2]1[CH:3]=[CH:4][C:5]2[O:11][C:10]3[CH:12]=[CH:13][CH:14]=[CH:15][C:9]=3[CH2:8][C:7](=O)[C:6]=2[CH:17]=1.C[Si]([N:22]=[C:23]=[N:24][Si](C)(C)C)(C)C, predict the reaction product. The product is: [Cl:1][C:2]1[CH:3]=[CH:4][C:5]2[O:11][C:10]3[CH:12]=[CH:13][CH:14]=[CH:15][C:9]=3[CH2:8]/[C:7](=[N:24]\[C:23]#[N:22])/[C:6]=2[CH:17]=1. (3) Given the reactants [C:1]([C:5]1[CH:10]=[CH:9][N:8]=[C:7]([C:11]2([NH2:14])[CH2:13][CH2:12]2)[CH:6]=1)([CH3:4])([CH3:3])[CH3:2].[O:15]1[CH2:17][C@@H:16]1[C@@H:18]([NH:39][C:40](=[O:42])[CH3:41])[CH2:19][C:20]1[CH:25]=[CH:24][C:23]([NH:26][C:27]2[CH:32]=[C:31]([C:33]3[CH:38]=[CH:37][CH:36]=[CH:35][CH:34]=3)[N:30]=[CH:29][N:28]=2)=[CH:22][CH:21]=1, predict the reaction product. The product is: [C:1]([C:5]1[CH:10]=[CH:9][N:8]=[C:7]([C:11]2([NH:14][CH2:17][C@@H:16]([OH:15])[C@@H:18]([NH:39][C:40](=[O:42])[CH3:41])[CH2:19][C:20]3[CH:21]=[CH:22][C:23]([NH:26][C:27]4[CH:32]=[C:31]([C:33]5[CH:34]=[CH:35][CH:36]=[CH:37][CH:38]=5)[N:30]=[CH:29][N:28]=4)=[CH:24][CH:25]=3)[CH2:13][CH2:12]2)[CH:6]=1)([CH3:4])([CH3:2])[CH3:3]. (4) Given the reactants B.[F:2][C:3]([F:16])([F:15])[C:4]1[CH:9]=[CH:8][C:7]([CH2:10][CH2:11][C:12](O)=[O:13])=[CH:6][CH:5]=1, predict the reaction product. The product is: [F:2][C:3]([F:15])([F:16])[C:4]1[CH:5]=[CH:6][C:7]([CH2:10][CH2:11][CH2:12][OH:13])=[CH:8][CH:9]=1. (5) Given the reactants [F:1][C:2]1[CH:3]=[C:4]2[C:9](=[CH:10][CH:11]=1)[N:8]=[CH:7][CH:6]=[C:5]2[O:12][C:13]1[CH:14]=[N:15][C:16]([CH2:19][C:20]([O:22]C)=[O:21])=[N:17][CH:18]=1.[OH-].[Na+], predict the reaction product. The product is: [F:1][C:2]1[CH:3]=[C:4]2[C:9](=[CH:10][CH:11]=1)[N:8]=[CH:7][CH:6]=[C:5]2[O:12][C:13]1[CH:18]=[N:17][C:16]([CH2:19][C:20]([OH:22])=[O:21])=[N:15][CH:14]=1.